This data is from Reaction yield outcomes from USPTO patents with 853,638 reactions. The task is: Predict the reaction yield, written as a fraction of the theoretical maximum amount of product (1.0 means a 100% yield; for example, 0.34 means a 34% yield). (1) The reactants are C[O:2][C:3]([C:5]1[C:20]([NH:21][C:22]2[CH:27]=[CH:26][C:25]([Br:28])=[CH:24][C:23]=2[Cl:29])=[C:19]([F:30])[C:8]2[N:9]=[CH:10][N:11]([CH2:12][CH:13]3[CH2:18][CH2:17][CH2:16][CH2:15][O:14]3)[C:7]=2[CH:6]=1)=[O:4].O1CCCC1.O.[Li+].[OH-]. The catalyst is O.Cl.C(OCC)(=O)C.O1CCCC1. The product is [Br:28][C:25]1[CH:26]=[CH:27][C:22]([NH:21][C:20]2[C:5]([C:3]([OH:4])=[O:2])=[CH:6][C:7]3[N:11]([CH2:12][CH:13]4[CH2:18][CH2:17][CH2:16][CH2:15][O:14]4)[CH:10]=[N:9][C:8]=3[C:19]=2[F:30])=[C:23]([Cl:29])[CH:24]=1. The yield is 1.00. (2) The reactants are [CH3:1][C:2]1[C:10]([CH3:11])=[C:9]([O:12][CH3:13])[CH:8]=[C:7]2[C:3]=1[CH:4]=[C:5]([C:14]([O:16][CH2:17][C:18]1[CH:23]=[CH:22][CH:21]=[CH:20][CH:19]=1)=[O:15])[NH:6]2.[OH-].[CH2:25]([N+:32](C)(C)C)[C:26]1C=CC=C[CH:27]=1.C(#N)C=C. The catalyst is O1CCOCC1. The product is [CH3:1][C:2]1[C:10]([CH3:11])=[C:9]([O:12][CH3:13])[CH:8]=[C:7]2[C:3]=1[CH:4]=[C:5]([C:14]([O:16][CH2:17][C:18]1[CH:19]=[CH:20][CH:21]=[CH:22][CH:23]=1)=[O:15])[N:6]2[CH2:27][CH2:26][C:25]#[N:32]. The yield is 0.950. (3) The reactants are S(Cl)(Cl)=O.[Br:5][C:6]1[CH:14]=[C:13]([Cl:15])[CH:12]=[CH:11][C:7]=1[C:8]([OH:10])=[O:9].[CH3:16]O. No catalyst specified. The product is [CH3:16][O:9][C:8](=[O:10])[C:7]1[CH:11]=[CH:12][C:13]([Cl:15])=[CH:14][C:6]=1[Br:5]. The yield is 0.990. (4) The reactants are C([O:4][CH2:5][C@@H:6]1[C@@H:11]([O:12]C(=O)C)[C@H:10]([OH:16])[C@H:9]([OH:17])[C@@H:8]([C:18]2[CH:27]=[CH:26][C:25]3[C:20](=[CH:21][CH:22]=[C:23]([OH:28])[CH:24]=3)[CH:19]=2)[O:7]1)(=O)C.C(OC[C@@H]1[C@@H](OC(=O)C)[C@H](OC(=O)C)[C@H](OC(=O)C)[C@@H](C2C=CC3C(=CC=C(OS(C(F)(F)F)(=O)=O)C=3)C=2)O1)(=O)C.CO[Na]. The catalyst is CO.C1COCC1.O. The product is [OH:4][CH2:5][C@@H:6]1[C@@H:11]([OH:12])[C@H:10]([OH:16])[C@H:9]([OH:17])[C@@H:8]([C:18]2[CH:27]=[CH:26][C:25]3[C:20](=[CH:21][CH:22]=[C:23]([OH:28])[CH:24]=3)[CH:19]=2)[O:7]1. The yield is 0.590. (5) The reactants are O.[OH-].[Li+].C([O:6][C:7](=[O:33])[CH:8]([O:30][CH2:31][CH3:32])[CH2:9][C:10]1[CH:15]=[CH:14][C:13]([O:16][CH2:17][CH2:18][C:19]2[CH:24]=[CH:23][C:22]([O:25][S:26]([CH3:29])(=[O:28])=[O:27])=[CH:21][CH:20]=2)=[CH:12][CH:11]=1)C. The catalyst is O.O1CCCC1. The product is [CH2:31]([O:30][CH:8]([CH2:9][C:10]1[CH:11]=[CH:12][C:13]([O:16][CH2:17][CH2:18][C:19]2[CH:20]=[CH:21][C:22]([O:25][S:26]([CH3:29])(=[O:27])=[O:28])=[CH:23][CH:24]=2)=[CH:14][CH:15]=1)[C:7]([OH:33])=[O:6])[CH3:32]. The yield is 0.960. (6) The reactants are [CH:1]1([CH2:4][C:5]2[C:13]3[C:12](=[O:14])[CH2:11][C:10]([CH3:16])([CH3:15])[CH2:9][C:8]=3[N:7]([C:17]3[CH:24]=[CH:23][C:20]([C:21]#[N:22])=[CH:19][CH:18]=3)[N:6]=2)[CH2:3][CH2:2]1.CC[OH:27].CS(C)=O. The catalyst is [OH-].[Na+].OO.[Cl-].[Na+].O. The product is [CH:1]1([CH2:4][C:5]2[C:13]3[C:12](=[O:14])[CH2:11][C:10]([CH3:16])([CH3:15])[CH2:9][C:8]=3[N:7]([C:17]3[CH:18]=[CH:19][C:20]([C:21]([NH2:22])=[O:27])=[CH:23][CH:24]=3)[N:6]=2)[CH2:3][CH2:2]1. The yield is 0.430.